This data is from Catalyst prediction with 721,799 reactions and 888 catalyst types from USPTO. The task is: Predict which catalyst facilitates the given reaction. (1) Reactant: Br[C:2]1[CH:3]=[C:4]([NH:10][C:11]2[S:12][C:13]3[CH2:14][N:15]([C:20]([O:22][C:23]([CH3:26])([CH3:25])[CH3:24])=[O:21])[CH2:16][CH2:17][C:18]=3[N:19]=2)[C:5](=[O:9])[N:6]([CH3:8])[CH:7]=1.[C:27]([O:30][CH2:31][C:32]1[C:33]([N:47]2[CH2:58][CH2:57][N:56]3[C:49](=[CH:50][C:51]4[CH2:52][C:53]([CH3:60])([CH3:59])[CH2:54][C:55]=43)[C:48]2=[O:61])=[N:34][CH:35]=[CH:36][C:37]=1B1OC(C)(C)C(C)(C)O1)(=[O:29])[CH3:28].[O-]P([O-])([O-])=O.[K+].[K+].[K+].C([O-])(=O)C.[Na+]. Product: [C:27]([O:30][CH2:31][C:32]1[C:33]([N:47]2[CH2:58][CH2:57][N:56]3[C:49](=[CH:50][C:51]4[CH2:52][C:53]([CH3:60])([CH3:59])[CH2:54][C:55]=43)[C:48]2=[O:61])=[N:34][CH:35]=[CH:36][C:37]=1[C:2]1[CH:3]=[C:4]([NH:10][C:11]2[S:12][C:13]3[CH2:14][N:15]([C:20]([O:22][C:23]([CH3:26])([CH3:25])[CH3:24])=[O:21])[CH2:16][CH2:17][C:18]=3[N:19]=2)[C:5](=[O:9])[N:6]([CH3:8])[CH:7]=1)(=[O:29])[CH3:28]. The catalyst class is: 712. (2) Reactant: [NH2:1][C:2]1[CH:17]=[CH:16][CH:15]=[C:14]([Cl:18])[C:3]=1[C:4]([NH:6][C:7]1[CH:12]=[CH:11][CH:10]=[CH:9][C:8]=1[Cl:13])=[O:5].[Cl:19][CH2:20][C:21](Cl)=O. Product: [Cl:18][C:14]1[CH:15]=[CH:16][CH:17]=[C:2]2[C:3]=1[C:4](=[O:5])[N:6]([C:7]1[CH:12]=[CH:11][CH:10]=[CH:9][C:8]=1[Cl:13])[C:21]([CH2:20][Cl:19])=[N:1]2. The catalyst class is: 15. (3) Reactant: [Cl:1][C:2]1[C:11]2[C:6](=[CH:7][CH:8]=[C:9]([NH2:12])[CH:10]=2)[N:5]=[CH:4][CH:3]=1.[C:13](Cl)(=[O:15])[CH3:14].C(N(CC)CC)C.CN(C)C=O. Product: [Cl:1][C:2]1[C:11]2[C:6](=[CH:7][CH:8]=[C:9]([NH:12][C:13](=[O:15])[CH3:14])[CH:10]=2)[N:5]=[CH:4][CH:3]=1. The catalyst class is: 6. (4) Reactant: Cl.Cl.[NH:3]1[CH2:8][CH2:7][CH:6]([N:9]2[C:17]3[C:12](=[N:13][CH:14]=[CH:15][CH:16]=3)[NH:11][C:10]2=[O:18])[CH2:5][CH2:4]1.[Br:19][C:20]1[CH:21]=[C:22]2[C:26](=[CH:27][CH:28]=1)[N:25]([C:29]([C:31]1[CH:36]=[C:35](Cl)[N:34]=[CH:33][N:32]=1)=[O:30])[CH2:24][CH2:23]2.CCN(C(C)C)C(C)C. Product: [Br:19][C:20]1[CH:21]=[C:22]2[C:26](=[CH:27][CH:28]=1)[N:25]([C:29]([C:31]1[N:32]=[CH:33][N:34]=[C:35]([N:3]3[CH2:4][CH2:5][CH:6]([N:9]4[C:17]5[C:12](=[N:13][CH:14]=[CH:15][CH:16]=5)[NH:11][C:10]4=[O:18])[CH2:7][CH2:8]3)[CH:36]=1)=[O:30])[CH2:24][CH2:23]2. The catalyst class is: 3. (5) Reactant: O[CH2:2][C:3]1[CH:12]=[N:11][C:10]2[N:9]3[CH2:13][CH2:14][CH2:15][C@H:8]3[C:7](=[O:16])[NH:6][C:5]=2[CH:4]=1.Cl.[F:18][C:19]1[CH:20]=[C:21]([CH:26]=[CH:27][C:28]=1[N:29]1[CH2:34][CH2:33][NH:32][CH2:31][CH2:30]1)[C:22]([NH:24][CH3:25])=[O:23].[I-].C(C[P+](C)(C)C)#N.C(N(CC)C(C)C)(C)C. Product: [F:18][C:19]1[CH:20]=[C:21]([CH:26]=[CH:27][C:28]=1[N:29]1[CH2:30][CH2:31][N:32]([CH2:2][C:3]2[CH:12]=[N:11][C:10]3[N:9]4[CH2:13][CH2:14][CH2:15][C@H:8]4[C:7](=[O:16])[NH:6][C:5]=3[CH:4]=2)[CH2:33][CH2:34]1)[C:22]([NH:24][CH3:25])=[O:23]. The catalyst class is: 397. (6) Product: [Br:1][C:5]1[CH:4]=[N:3][C:8]2[NH:9][C:10](=[O:14])[CH2:11][CH2:12][CH2:13][C:7]=2[CH:6]=1. The catalyst class is: 2. Reactant: [Br:1]Br.[N:3]1[C:8]2[NH:9][C:10](=[O:14])[CH2:11][CH2:12][CH2:13][C:7]=2[CH:6]=[CH:5][CH:4]=1. (7) The catalyst class is: 4. Product: [CH3:38][C@@H:37]([CH2:39][CH3:40])[C@H:36]([NH:35][C:28](=[O:29])[O:30][C:31]([CH3:33])([CH3:32])[CH3:34])[C:41]([NH:1][CH2:2][C@@H:3]([C:4]1[CH:5]=[CH:6][C:7]([O:10][CH2:11][CH:12]([CH3:16])[CH2:13][CH2:14][CH3:15])=[CH:8][CH:9]=1)[NH:17][C:18](=[O:27])[C@H:19]([C:21]1[CH:22]=[CH:23][CH:24]=[CH:25][CH:26]=1)[CH3:20])=[O:42]. Reactant: [NH2:1][CH2:2][C@H:3]([NH:17][C:18](=[O:27])[C@H:19]([C:21]1[CH:26]=[CH:25][CH:24]=[CH:23][CH:22]=1)[CH3:20])[C:4]1[CH:9]=[CH:8][C:7]([O:10][CH2:11][CH:12]([CH3:16])[CH2:13][CH2:14][CH3:15])=[CH:6][CH:5]=1.[C:28]([NH:35][C@H:36]([C:41](O)=[O:42])[C@H:37]([CH2:39][CH3:40])[CH3:38])([O:30][C:31]([CH3:34])([CH3:33])[CH3:32])=[O:29].C(N(CC)C(C)C)(C)C.CN(C(ON1N=NC2C=CC=NC1=2)=[N+](C)C)C.F[P-](F)(F)(F)(F)F.C([O-])(O)=O.[Na+]. (8) Reactant: [Cl:1][C:2]1[CH:7]=[CH:6][C:5]([C:8]2[C:14]3[CH:15]=[C:16]([O:19][CH3:20])[CH:17]=[CH:18][C:13]=3[N:12]3[C:21]([CH3:24])=[N:22][N:23]=[C:11]3[C@H:10]([CH2:25][C:26](O)=[O:27])[N:9]=2)=[CH:4][CH:3]=1.CCN=C=NCCCN(C)C.C1C=CC2N(O)N=NC=2C=1.[NH2:50][CH2:51][CH2:52][O:53][C:54]1[CH:55]=[CH:56][C:57]2[N:63]3[C:64]([CH3:67])=[N:65][N:66]=[C:62]3[C@H:61]([CH2:68][C:69]([NH:71][CH2:72][CH3:73])=[O:70])[N:60]=[C:59]([C:74]3[CH:79]=[CH:78][C:77]([Cl:80])=[CH:76][CH:75]=3)[C:58]=2[CH:81]=1. Product: [Cl:80][C:77]1[CH:76]=[CH:75][C:74]([C:59]2[C:58]3[CH:81]=[C:54]([O:53][CH2:52][CH2:51][NH:50][C:26](=[O:27])[CH2:25][C@@H:10]4[N:9]=[C:8]([C:5]5[CH:6]=[CH:7][C:2]([Cl:1])=[CH:3][CH:4]=5)[C:14]5[CH:15]=[C:16]([O:19][CH3:20])[CH:17]=[CH:18][C:13]=5[N:12]5[C:21]([CH3:24])=[N:22][N:23]=[C:11]45)[CH:55]=[CH:56][C:57]=3[N:63]3[C:64]([CH3:67])=[N:65][N:66]=[C:62]3[C@H:61]([CH2:68][C:69]([NH:71][CH2:72][CH3:73])=[O:70])[N:60]=2)=[CH:79][CH:78]=1. The catalyst class is: 64.